From a dataset of Reaction yield outcomes from USPTO patents with 853,638 reactions. Predict the reaction yield, written as a fraction of the theoretical maximum amount of product (1.0 means a 100% yield; for example, 0.34 means a 34% yield). (1) The product is [CH3:23][S:24]([N:10]1[CH2:11][CH:7]([C:1]2[CH:2]=[CH:3][CH:4]=[CH:5][CH:6]=2)[C:8]([C:12]2[CH:22]=[CH:21][C:15]3[O:16][CH2:17][C:18](=[O:20])[NH:19][C:14]=3[CH:13]=2)=[N:9]1)(=[O:26])=[O:25]. The reactants are [C:1]1([CH:7]2[CH2:11][NH:10][N:9]=[C:8]2[C:12]2[CH:22]=[CH:21][C:15]3[O:16][CH2:17][C:18](=[O:20])[NH:19][C:14]=3[CH:13]=2)[CH:6]=[CH:5][CH:4]=[CH:3][CH:2]=1.[CH3:23][S:24](Cl)(=[O:26])=[O:25]. The catalyst is C(Cl)Cl. The yield is 0.400. (2) The reactants are [CH3:1][C:2]1[N:3]([C:7]2[CH:12]=[CH:11][C:10]([NH:13][C:14]3[N:15]=[C:16]([CH2:24][C:25]4[CH:30]=[CH:29][C:28]([CH3:31])=[CH:27][CH:26]=4)[C:17]4[CH2:23][NH:22][CH2:21][CH2:20][C:18]=4[N:19]=3)=[CH:9][CH:8]=2)[CH:4]=[CH:5][N:6]=1.[C:32](OC(=O)C)(=[O:34])[CH3:33]. No catalyst specified. The product is [CH3:1][C:2]1[N:3]([C:7]2[CH:8]=[CH:9][C:10]([NH:13][C:14]3[N:15]=[C:16]([CH2:24][C:25]4[CH:26]=[CH:27][C:28]([CH3:31])=[CH:29][CH:30]=4)[C:17]4[CH2:23][N:22]([C:32](=[O:34])[CH3:33])[CH2:21][CH2:20][C:18]=4[N:19]=3)=[CH:11][CH:12]=2)[CH:4]=[CH:5][N:6]=1. The yield is 0.106. (3) The reactants are [CH2:1]([O:3][C:4]1[CH:26]=[CH:25][C:7]([C:8]([NH:10][CH2:11][CH2:12][NH:13][C:14]([C:16]2[C:17]([C:21]([F:24])([F:23])[F:22])=[N:18][NH:19][CH:20]=2)=[O:15])=[O:9])=[CH:6][CH:5]=1)[CH3:2].[CH2:27](Br)[C:28]1[CH:33]=[CH:32][CH:31]=[CH:30][CH:29]=1.C(=O)([O-])[O-].[K+].[K+]. The catalyst is CN(C=O)C. The product is [CH2:27]([N:19]1[CH:20]=[C:16]([C:14]([NH:13][CH2:12][CH2:11][NH:10][C:8](=[O:9])[C:7]2[CH:6]=[CH:5][C:4]([O:3][CH2:1][CH3:2])=[CH:26][CH:25]=2)=[O:15])[C:17]([C:21]([F:22])([F:23])[F:24])=[N:18]1)[C:28]1[CH:33]=[CH:32][CH:31]=[CH:30][CH:29]=1. The yield is 0.840. (4) The reactants are [F:1][C:2]1[CH:24]=[C:23]([F:25])[CH:22]=[CH:21][C:3]=1[O:4][CH2:5][C@@H:6]([OH:20])[C@@H:7]([NH:9]C(=O)OCC1C=CC=CC=1)[CH3:8].[ClH:26]. The catalyst is C(O)C.C(OCC)C.[Pd]. The product is [Cl-:26].[F:1][C:2]1[CH:24]=[C:23]([F:25])[CH:22]=[CH:21][C:3]=1[O:4][CH2:5][C@@H:6]([OH:20])[C@@H:7]([NH3+:9])[CH3:8]. The yield is 0.940. (5) The reactants are [CH2:1]([C:4]1([N:14]2[CH:18]=[CH:17][CH:16]=[N:15]2)[CH2:13][C:8]2([CH2:12][CH2:11][CH2:10][CH2:9]2)[O:7][CH2:6][CH2:5]1)[CH:2]=C.[O:19]=[O+][O-].C1C=CC(P(C2C=CC=CC=2)C2C=CC=CC=2)=CC=1. The catalyst is C(Cl)Cl. The product is [N:14]1([C:4]2([CH2:1][CH:2]=[O:19])[CH2:13][C:8]3([CH2:12][CH2:11][CH2:10][CH2:9]3)[O:7][CH2:6][CH2:5]2)[CH:18]=[CH:17][CH:16]=[N:15]1. The yield is 0.230. (6) The reactants are [CH3:1][C:2]1[C:6]2[C:7](=[O:18])[N:8]([CH2:11][CH2:12][N:13]3[CH2:17][CH2:16][CH2:15][CH2:14]3)[CH2:9][CH2:10][C:5]=2[NH:4][C:3]=1[CH:19]=O.[N:21]1[CH:26]=[CH:25][C:24]([C:27]2[CH:35]=[CH:34][CH:33]=[C:32]3[C:28]=2[CH2:29][C:30](=[O:36])[NH:31]3)=[CH:23][CH:22]=1. No catalyst specified. The product is [CH3:1][C:2]1[C:6]2[C:7](=[O:18])[N:8]([CH2:11][CH2:12][N:13]3[CH2:14][CH2:15][CH2:16][CH2:17]3)[CH2:9][CH2:10][C:5]=2[NH:4][C:3]=1[CH:19]=[C:29]1[C:28]2[C:32](=[CH:33][CH:34]=[CH:35][C:27]=2[C:24]2[CH:23]=[CH:22][N:21]=[CH:26][CH:25]=2)[NH:31][C:30]1=[O:36]. The yield is 0.639. (7) The product is [OH:9][CH2:8][C:4]1[CH:3]=[C:2]([C:11]#[N:12])[CH:7]=[N:6][CH:5]=1. The yield is 0.510. The reactants are Br[C:2]1[CH:3]=[C:4]([CH2:8][OH:9])[CH:5]=[N:6][CH:7]=1.[Cu](C#N)[C:11]#[N:12].[NH4+].[Cl-]. The catalyst is N1C=CC=CC=1.N.